From a dataset of Catalyst prediction with 721,799 reactions and 888 catalyst types from USPTO. Predict which catalyst facilitates the given reaction. (1) Reactant: [CH2:1]([N:3]([S:9]([C:12]1[CH:17]=[CH:16][C:15]([F:18])=[CH:14][CH:13]=1)(=[O:11])=[O:10])[C:4](=[CH2:8])[C:5]([OH:7])=O)[CH3:2].CCOC(OC(OCC)=O)=O.[F:30][C:31]([F:47])([F:46])[C:32]1[CH:37]=[CH:36][C:35]([C:38]2[CH:43]=[C:42]([CH2:44][NH2:45])[CH:41]=[CH:40][N:39]=2)=[CH:34][CH:33]=1. Product: [CH2:1]([N:3]([S:9]([C:12]1[CH:17]=[CH:16][C:15]([F:18])=[CH:14][CH:13]=1)(=[O:11])=[O:10])[C:4](=[CH2:8])[C:5]([NH:45][CH2:44][C:42]1[CH:41]=[CH:40][N:39]=[C:38]([C:35]2[CH:36]=[CH:37][C:32]([C:31]([F:47])([F:30])[F:46])=[CH:33][CH:34]=2)[CH:43]=1)=[O:7])[CH3:2]. The catalyst class is: 1. (2) Reactant: [Cl:1][C:2]1[C:7]([C:8]2[CH:13]=[CH:12][CH:11]=[CH:10][CH:9]=2)=[N:6][N:5]=[C:4]2[N:14]([CH2:23][C:24](O)=[O:25])[N:15]=[C:16]([C:17]3[CH:22]=[CH:21][CH:20]=[CH:19][CH:18]=3)[C:3]=12.[O:27]=[C:28]1[CH2:33][NH:32][CH2:31][CH2:30][NH:29]1.C(N(C(C)C)CC)(C)C.F[P-](F)(F)(F)(F)F.N1(OC(N(C)C)=[N+](C)C)C2N=CC=CC=2N=N1. Product: [Cl:1][C:2]1[C:7]([C:8]2[CH:9]=[CH:10][CH:11]=[CH:12][CH:13]=2)=[N:6][N:5]=[C:4]2[N:14]([CH2:23][C:24]([N:32]3[CH2:31][CH2:30][NH:29][C:28](=[O:27])[CH2:33]3)=[O:25])[N:15]=[C:16]([C:17]3[CH:22]=[CH:21][CH:20]=[CH:19][CH:18]=3)[C:3]=12. The catalyst class is: 2. (3) Reactant: [NH2:1][C:2]1[CH:10]=[CH:9][C:8]([I:11])=[CH:7][C:3]=1[C:4]([OH:6])=[O:5].Cl[C:13](Cl)([O:15]C(=O)OC(Cl)(Cl)Cl)Cl. Product: [I:11][C:8]1[CH:7]=[C:3]2[C:4]([O:6][C:13](=[O:15])[NH:1][C:2]2=[CH:10][CH:9]=1)=[O:5]. The catalyst class is: 12.